Predict the product of the given reaction. From a dataset of Forward reaction prediction with 1.9M reactions from USPTO patents (1976-2016). (1) Given the reactants [NH2:1][C@H:2]1[CH2:7][CH2:6][CH2:5][CH2:4][C@H:3]1[NH:8][C:9]([C:11]1[C:19]2[C:14](=[N:15][CH:16]=[C:17]([C:20]3[C:28]4[C:23](=[CH:24][CH:25]=[C:26]([O:29][CH3:30])[CH:27]=4)[N:22]([CH3:31])[N:21]=3)[N:18]=2)[N:13](COCC[Si](C)(C)C)[CH:12]=1)=[O:10].C(O)(C(F)(F)F)=O, predict the reaction product. The product is: [NH2:1][C@H:2]1[CH2:7][CH2:6][CH2:5][CH2:4][C@H:3]1[NH:8][C:9]([C:11]1[C:19]2[C:14](=[N:15][CH:16]=[C:17]([C:20]3[C:28]4[C:23](=[CH:24][CH:25]=[C:26]([O:29][CH3:30])[CH:27]=4)[N:22]([CH3:31])[N:21]=3)[N:18]=2)[NH:13][CH:12]=1)=[O:10]. (2) Given the reactants [NH:1]1[C:9]2[C:4](=[C:5]([CH2:10][CH2:11][CH2:12][NH:13][C:14]3[N:19]=[C:18]([CH3:20])[C:17]([C:21]([NH:23][C@@H:24]([CH2:28][NH:29][C:30]([C:32]4[S:33][CH:34]=[CH:35][CH:36]=4)=[O:31])[C:25]([OH:27])=[O:26])=[O:22])=[C:16]([CH3:37])[N:15]=3)[CH:6]=[CH:7][CH:8]=2)[CH:3]=[N:2]1.I[CH2:39][CH:40]([CH3:42])[CH3:41].C(N(CC)CC)C, predict the reaction product. The product is: [CH2:39]([O:26][C:25](=[O:27])[C@@H:24]([NH:23][C:21]([C:17]1[C:16]([CH3:37])=[N:15][C:14]([NH:13][CH2:12][CH2:11][CH2:10][C:5]2[CH:6]=[CH:7][CH:8]=[C:9]3[C:4]=2[CH:3]=[N:2][NH:1]3)=[N:19][C:18]=1[CH3:20])=[O:22])[CH2:28][NH:29][C:30]([C:32]1[S:33][CH:34]=[CH:35][CH:36]=1)=[O:31])[CH:40]([CH3:42])[CH3:41]. (3) Given the reactants C([O:8][C:9]([C:11]1[CH:15]=[C:14]([Br:16])[S:13][C:12]=1[C:17]1[CH:22]=[CH:21][C:20]([C:23]2[CH:28]=[CH:27][C:26]([C:29]3([C:32]([O:34][CH2:35][CH3:36])=[O:33])[CH2:31][CH2:30]3)=[CH:25][CH:24]=2)=[CH:19][CH:18]=1)=[O:10])C1C=CC=CC=1.B(Br)(Br)Br.C(Cl)Cl, predict the reaction product. The product is: [Br:16][C:14]1[S:13][C:12]([C:17]2[CH:18]=[CH:19][C:20]([C:23]3[CH:28]=[CH:27][C:26]([C:29]4([C:32]([O:34][CH2:35][CH3:36])=[O:33])[CH2:31][CH2:30]4)=[CH:25][CH:24]=3)=[CH:21][CH:22]=2)=[C:11]([C:9]([OH:10])=[O:8])[CH:15]=1. (4) Given the reactants [H-].[Na+].[C:3]([O:6][CH2:7][C:8]1[CH:13]=[CH:12][C:11]([OH:14])=[CH:10][CH:9]=1)(=[O:5])[CH3:4].Cl[CH2:16][O:17][CH2:18][CH2:19][O:20][CH3:21], predict the reaction product. The product is: [C:3]([O:6][CH2:7][C:8]1[CH:9]=[CH:10][C:11]([O:14][CH2:16][O:17][CH2:18][CH2:19][O:20][CH3:21])=[CH:12][CH:13]=1)(=[O:5])[CH3:4].